From a dataset of Forward reaction prediction with 1.9M reactions from USPTO patents (1976-2016). Predict the product of the given reaction. (1) Given the reactants [NH2:1][CH2:2][C@@H:3]1[CH2:8][N:7](C(OC(C)(C)C)=O)[C:6]2[CH:16]=[CH:17][CH:18]=[C:19]([C:20]3[CH:25]=[CH:24][C:23]([Cl:26])=[CH:22][C:21]=3[C:27]([F:30])([F:29])[F:28])[C:5]=2[O:4]1.Cl.C(O)C, predict the reaction product. The product is: [Cl:26][C:23]1[CH:24]=[CH:25][C:20]([C:19]2[C:5]3[O:4][C@H:3]([CH2:2][NH2:1])[CH2:8][NH:7][C:6]=3[CH:16]=[CH:17][CH:18]=2)=[C:21]([C:27]([F:29])([F:30])[F:28])[CH:22]=1. (2) Given the reactants [CH3:1][O:2][C:3](=[O:13])[C:4]1[CH:9]=[CH:8][C:7]([OH:10])=[C:6]([O:11][CH3:12])[CH:5]=1.Br[CH2:15][CH2:16][O:17][CH3:18].C(=O)([O-])[O-].[K+].[K+], predict the reaction product. The product is: [CH3:1][O:2][C:3](=[O:13])[C:4]1[CH:9]=[CH:8][C:7]([O:10][CH2:15][CH2:16][O:17][CH3:18])=[C:6]([O:11][CH3:12])[CH:5]=1. (3) The product is: [Br:1][C:2]1[CH:3]=[C:4]2[C:9](=[CH:10][CH:11]=1)[N:8]=[C:7]([O:12][C@H:20]1[CH2:21][CH2:22][C@H:17]([C:13]([CH3:16])([CH3:15])[CH3:14])[CH2:18][CH2:19]1)[CH:6]=[CH:5]2. Given the reactants [Br:1][C:2]1[CH:3]=[C:4]2[C:9](=[CH:10][CH:11]=1)[N:8]=[C:7]([OH:12])[CH:6]=[CH:5]2.[C:13]([C@@H:17]1[CH2:22][CH2:21][C@H:20](O)[CH2:19][CH2:18]1)([CH3:16])([CH3:15])[CH3:14].C1(P(C2C=CC=CC=2)C2C=CC=CC=2)C=CC=CC=1.C1(C)C=CC=CC=1.N(C(OC(C)C)=O)=NC(OC(C)C)=O, predict the reaction product. (4) Given the reactants [Cl:1][C:2]1[N:11]=[CH:10][C:9]2[N:8]=[C:7]([NH2:12])[C@@H:6]([CH2:13][CH3:14])[N:5]([CH:15]3[CH2:19][CH2:18][CH2:17][CH2:16]3)[C:4]=2[N:3]=1.Cl[CH2:21][CH:22]=O.C([O-])(O)=O.[Na+].CCOC(C)=O, predict the reaction product. The product is: [Cl:1][C:2]1[N:11]=[CH:10][C:9]2[N:8]3[CH:21]=[CH:22][N:12]=[C:7]3[C@@H:6]([CH2:13][CH3:14])[N:5]([CH:15]3[CH2:19][CH2:18][CH2:17][CH2:16]3)[C:4]=2[N:3]=1. (5) The product is: [CH2:1]([N:3]1[C:7]2([CH2:11][CH2:10][N:9]([C:12]3[CH:17]=[CH:16][C:15]([NH2:18])=[C:14]([O:21][CH:22]([CH3:23])[CH3:24])[CH:13]=3)[CH2:8]2)[CH2:6][CH2:5][CH2:4]1)[CH3:2]. Given the reactants [CH2:1]([N:3]1[C:7]2([CH2:11][CH2:10][N:9]([C:12]3[CH:17]=[CH:16][C:15]([N+:18]([O-])=O)=[C:14]([O:21][CH:22]([CH3:24])[CH3:23])[CH:13]=3)[CH2:8]2)[CH2:6][CH2:5][CH2:4]1)[CH3:2].O.NN, predict the reaction product. (6) The product is: [ClH:27].[CH2:25]1[O:26][C:18]2[CH:17]=[CH:16][C:21]([C@@H:22]3[C:5]4[NH:6][C:7]5[C:12]([C:4]=4[CH2:3][C@H:2]([C:13]([O:15][CH3:28])=[O:14])[NH:1]3)=[CH:11][CH:10]=[CH:9][CH:8]=5)=[CH:20][C:19]=2[O:24]1. Given the reactants [NH2:1][C@@H:2]([C:13]([OH:15])=[O:14])[CH2:3][C:4]1[C:12]2[C:7](=[CH:8][CH:9]=[CH:10][CH:11]=2)[NH:6][CH:5]=1.[CH:16]1[C:21]([CH:22]=O)=[CH:20][C:19]2[O:24][CH2:25][O:26][C:18]=2[CH:17]=1.[ClH:27].[CH3:28]O, predict the reaction product. (7) Given the reactants [H-].[Na+].[CH2:3]([O:7][C:8]1[CH:13]=[CH:12][C:11]([S:14]([NH:17][CH:18]([CH2:22][C:23]2[C:31]3[C:26](=[CH:27][CH:28]=[C:29]([CH3:32])[CH:30]=3)[NH:25][CH:24]=2)[C:19]([OH:21])=[O:20])(=[O:16])=[O:15])=[CH:10][CH:9]=1)[C:4]#[C:5][CH3:6].[CH3:33][O:34][C:35]1[CH:42]=[CH:41][C:38]([CH2:39]Cl)=[CH:37][CH:36]=1, predict the reaction product. The product is: [CH2:3]([O:7][C:8]1[CH:9]=[CH:10][C:11]([S:14]([NH:17][CH:18]([CH2:22][C:23]2[C:31]3[C:26](=[CH:27][CH:28]=[C:29]([CH3:32])[CH:30]=3)[N:25]([CH2:39][C:38]3[CH:41]=[CH:42][C:35]([O:34][CH3:33])=[CH:36][CH:37]=3)[CH:24]=2)[C:19]([OH:21])=[O:20])(=[O:15])=[O:16])=[CH:12][CH:13]=1)[C:4]#[C:5][CH3:6]. (8) Given the reactants C([O:3][C:4](=O)[C:5]1[CH:10]=[C:9]([O:11][CH2:12][CH3:13])[C:8]([N:14]2[CH:18]=[CH:17][CH:16]=[CH:15]2)=[C:7]([O:19][CH2:20][CH3:21])[CH:6]=1)C.[H-].C([Al+]CC(C)C)C(C)C, predict the reaction product. The product is: [CH2:20]([O:19][C:7]1[CH:6]=[C:5]([CH2:4][OH:3])[CH:10]=[C:9]([O:11][CH2:12][CH3:13])[C:8]=1[N:14]1[CH:15]=[CH:16][CH:17]=[CH:18]1)[CH3:21]. (9) Given the reactants [CH3:1][O:2][C:3]([C:5]1[C:10](Br)=[N:9][CH:8]=[CH:7][N:6]=1)=[O:4].[C:12]([S:31][CH2:32][CH2:33][NH2:34])([C:25]1[CH:30]=[CH:29][CH:28]=[CH:27][CH:26]=1)([C:19]1[CH:24]=[CH:23][CH:22]=[CH:21][CH:20]=1)[C:13]1[CH:18]=[CH:17][CH:16]=[CH:15][CH:14]=1.C(N(CC)CC)C, predict the reaction product. The product is: [CH3:1][O:2][C:3]([C:5]1[C:10]([NH:34][CH2:33][CH2:32][S:31][C:12]([C:19]2[CH:24]=[CH:23][CH:22]=[CH:21][CH:20]=2)([C:13]2[CH:14]=[CH:15][CH:16]=[CH:17][CH:18]=2)[C:25]2[CH:30]=[CH:29][CH:28]=[CH:27][CH:26]=2)=[N:9][CH:8]=[CH:7][N:6]=1)=[O:4]. (10) Given the reactants Br[C:2]1[CH:24]=[CH:23][C:5]2[C:6]3[N:7]([CH:11]=[C:12]([C:14]4[N:18]([CH:19]([CH3:21])[CH3:20])[N:17]=[C:16]([CH3:22])[N:15]=4)[N:13]=3)[CH2:8][CH2:9][O:10][C:4]=2[CH:3]=1.[CH3:25][CH:26]([CH2:32][N:33]1[CH:37]=[C:36](B2OC(C)(C)C(C)(C)O2)[CH:35]=[N:34]1)[C:27]([O:29][CH2:30][CH3:31])=[O:28], predict the reaction product. The product is: [CH:19]([N:18]1[C:14]([C:12]2[N:13]=[C:6]3[C:5]4[CH:23]=[CH:24][C:2]([C:36]5[CH:35]=[N:34][N:33]([CH2:32][CH:26]([CH3:25])[C:27]([O:29][CH2:30][CH3:31])=[O:28])[CH:37]=5)=[CH:3][C:4]=4[O:10][CH2:9][CH2:8][N:7]3[CH:11]=2)=[N:15][C:16]([CH3:22])=[N:17]1)([CH3:21])[CH3:20].